From a dataset of Peptide-MHC class I binding affinity with 185,985 pairs from IEDB/IMGT. Regression. Given a peptide amino acid sequence and an MHC pseudo amino acid sequence, predict their binding affinity value. This is MHC class I binding data. (1) The peptide sequence is ALAGNHWHV. The MHC is HLA-B08:01 with pseudo-sequence HLA-B08:01. The binding affinity (normalized) is 0.0847. (2) The peptide sequence is AVLDMCAALK. The MHC is HLA-A03:01 with pseudo-sequence HLA-A03:01. The binding affinity (normalized) is 0.764.